Task: Predict the reactants needed to synthesize the given product.. Dataset: Full USPTO retrosynthesis dataset with 1.9M reactions from patents (1976-2016) (1) Given the product [C:42]([O:7][C:5]([NH:18][CH2:19][CH2:20][NH:21][C:22]1[S:23][C:24]([NH:32][CH3:33])=[C:25]([C:27]([O:29][CH2:30][CH3:31])=[O:28])[N:26]=1)=[O:6])([CH3:44])([CH3:10])[CH3:43], predict the reactants needed to synthesize it. The reactants are: FC(F)(F)/C=C/[C:5]([OH:7])=[O:6].[C:10](Cl)(=O)C(Cl)=O.Cl.Cl.[NH2:18][CH2:19][CH2:20][NH:21][C:22]1[S:23][C:24]([NH:32][CH3:33])=[C:25]([C:27]([O:29][CH2:30][CH3:31])=[O:28])[N:26]=1.CCOP(O)N([CH:42]([CH3:44])[CH3:43])C(C)C. (2) Given the product [O:8]1[C:4]2[CH:3]=[C:2]([C:21]3[CH:22]=[C:23]([NH:24][S:25]([C:28]4[CH:33]=[CH:32][C:31]([F:34])=[CH:30][CH:29]=4)(=[O:27])=[O:26])[C:18]([Cl:17])=[N:19][CH:20]=3)[CH:10]=[CH:9][C:5]=2[N:6]=[CH:7]1, predict the reactants needed to synthesize it. The reactants are: Br[C:2]1[CH:10]=[CH:9][C:5]2[N:6]=[CH:7][O:8][C:4]=2[CH:3]=1.C(=O)([O-])[O-].[Cs+].[Cs+].[Cl:17][C:18]1[C:23]([NH:24][S:25]([C:28]2[CH:33]=[CH:32][C:31]([F:34])=[CH:30][CH:29]=2)(=[O:27])=[O:26])=[CH:22][C:21](B2OC(C)(C)C(C)(C)O2)=[CH:20][N:19]=1. (3) Given the product [CH2:1]([N:3]1[CH2:8][CH2:7][CH:6]([CH2:9][O:10][C:11]2[C:19]3[C:14](=[N:15][CH:16]=[CH:17][C:18]=3[O:20][C:21]3[CH:26]=[CH:25][C:24]([NH:27][C:28]4[N:43]=[CH:42][CH:41]=[CH:40][C:29]=4[C:30]([NH:32][C:33]4[CH:34]=[CH:35][C:36]([F:39])=[CH:37][CH:38]=4)=[O:31])=[CH:23][C:22]=3[F:44])[NH:13][N:12]=2)[CH2:5][CH2:4]1)[CH3:2], predict the reactants needed to synthesize it. The reactants are: [CH2:1]([N:3]1[CH2:8][CH2:7][CH:6]([CH2:9][O:10][C:11]2[C:19]3[C:14](=[N:15][CH:16]=[CH:17][C:18]=3[O:20][C:21]3[CH:26]=[CH:25][C:24]([NH:27][C:28]4[N:43]=[CH:42][CH:41]=[CH:40][C:29]=4[C:30]([NH:32][C:33]4[CH:38]=[CH:37][C:36]([F:39])=[CH:35][CH:34]=4)=[O:31])=[CH:23][C:22]=3[F:44])[N:13](CC3C=CC(OC)=CC=3)[N:12]=2)[CH2:5][CH2:4]1)[CH3:2].C(O)(C(F)(F)F)=O. (4) Given the product [CH:5]1[C:6]2[C:12]3[C:13]4[CH:14]=[CH:15][CH:16]=[CH:17][C:18]=4[N:10]([S:7](=[O:9])(=[O:8])[C:1]=2[CH:2]=[CH:3][CH:4]=1)[CH:11]=3, predict the reactants needed to synthesize it. The reactants are: [C:1]1([S:7]([N:10]2[C:18]3[C:13](=[CH:14][CH:15]=[CH:16][C:17]=3Br)[CH:12]=[CH:11]2)(=[O:9])=[O:8])[CH:6]=[CH:5][CH:4]=[CH:3][CH:2]=1.C([O-])(=O)C.[K+]. (5) Given the product [CH:2](=[C:44]1[CH2:45][CH2:46][C:41]2([O:40][CH2:39][CH2:38][O:37]2)[CH2:42][CH2:43]1)[CH2:3][CH2:4][CH2:5][CH2:6][CH3:7], predict the reactants needed to synthesize it. The reactants are: [I-].[CH2:2]([P+](C1C=CC=CC=1)(C1C=CC=CC=1)C1C=CC=CC=1)[CH2:3][CH2:4][CH2:5][CH2:6][CH3:7].[Li+].C[Si]([N-][Si](C)(C)C)(C)C.[O:37]1[C:41]2([CH2:46][CH2:45][C:44](=O)[CH2:43][CH2:42]2)[O:40][CH2:39][CH2:38]1.